Predict the reactants needed to synthesize the given product. From a dataset of Full USPTO retrosynthesis dataset with 1.9M reactions from patents (1976-2016). (1) Given the product [CH2:47]([O:51][C:52]1[CH:53]=[CH:54][C:55]([CH2:58][C@H:59]([NH:64][C:65]([C@@H:67](/[CH:77]=[CH:78]/[CH2:79][CH2:80][CH2:81][CH2:82][CH2:83][CH2:84][CH:85]([OH:93])[CH2:86][CH2:87][CH2:88][CH2:89][CH2:90][CH2:91][CH3:92])[C@@:68]([OH:76])([CH2:72][CH2:73][O:74][CH3:75])[C:69]([OH:71])=[O:70])=[O:66])[C:60]([OH:62])=[O:61])=[CH:56][CH:57]=1)[CH2:48][CH2:49][CH3:50], predict the reactants needed to synthesize it. The reactants are: C(OC1C=CC(C[C@H](NC([C@@H](/C=C/CCCCCCC(F)(F)CCCCCCC)[C@@](O)(CCC)C(O)=O)=O)C(O)=O)=CC=1)C#CC.[CH2:47]([O:51][C:52]1[CH:57]=[CH:56][C:55]([CH2:58][C@H:59]([NH:64][C:65]([C@@H:67](/[CH:77]=[CH:78]/[CH2:79][CH2:80][CH2:81][CH2:82][CH2:83][CH2:84][CH:85]([OH:93])[CH2:86][CH2:87][CH2:88][CH2:89][CH2:90][CH2:91][CH3:92])[C@@:68]([OH:76])([CH2:72][CH2:73][O:74][CH3:75])[C:69]([OH:71])=[O:70])=[O:66])[C:60]([O:62]C)=[O:61])=[CH:54][CH:53]=1)[CH2:48][CH2:49][CH3:50]. (2) Given the product [NH2:25][C:9]1[N:8]=[C:7]([O:6][CH:2]([CH3:1])[CH2:3][CH2:4][CH3:5])[N:15]=[C:14]2[C:10]=1[NH:11][C:12](=[O:23])[N:13]2[CH2:16][CH:17]1[CH2:18][CH2:19][O:20][CH2:21][CH2:22]1, predict the reactants needed to synthesize it. The reactants are: [CH3:1][CH:2]([O:6][C:7]1[N:15]=[C:14]2[C:10]([N:11]=[C:12]([O:23]C)[N:13]2[CH2:16][CH:17]2[CH2:22][CH2:21][O:20][CH2:19][CH2:18]2)=[C:9]([NH2:25])[N:8]=1)[CH2:3][CH2:4][CH3:5].Cl.[OH-].[Na+].